The task is: Predict the reactants needed to synthesize the given product.. This data is from Full USPTO retrosynthesis dataset with 1.9M reactions from patents (1976-2016). (1) Given the product [CH3:21][O:11][C:10](=[O:12])[C@@H:9]([NH:8][C:6]([O:5][C:1]([CH3:4])([CH3:2])[CH3:3])=[O:7])[CH2:13][C:14]1[CH:19]=[CH:18][C:17]([Cl:20])=[CH:16][CH:15]=1, predict the reactants needed to synthesize it. The reactants are: [C:1]([O:5][C:6]([NH:8][C@@H:9]([CH2:13][C:14]1[CH:19]=[CH:18][C:17]([Cl:20])=[CH:16][CH:15]=1)[C:10]([OH:12])=[O:11])=[O:7])([CH3:4])([CH3:3])[CH3:2].[CH3:21][Si](C=[N+]=[N-])(C)C. (2) Given the product [CH3:2][C:3]1([CH3:21])[C@@H:4]([CH2:13][CH2:14][N:15]2[CH2:20][CH2:19][O:18][CH2:17][CH2:16]2)[CH2:5][C@H:6]1[C:7](=[O:8])[CH3:12], predict the reactants needed to synthesize it. The reactants are: Cl.[CH3:2][C:3]1([CH3:21])[C@H:6]([C:7]2([CH3:12])OCC[O:8]2)[CH2:5][C@@H:4]1[CH2:13][CH2:14][N:15]1[CH2:20][CH2:19][O:18][CH2:17][CH2:16]1. (3) Given the product [F:11][C:12]1[CH:20]=[CH:19][C:15]([C:16]2[O:1][N:2]=[C:3]([C:4]3[CH:5]=[N:6][CH:7]=[CH:8][CH:9]=3)[N:10]=2)=[CH:14][C:13]=1[OH:21], predict the reactants needed to synthesize it. The reactants are: [OH:1][N:2]=[C:3]([NH2:10])[C:4]1[CH:9]=[CH:8][CH:7]=[N:6][CH:5]=1.[F:11][C:12]1[CH:20]=[CH:19][C:15]([C:16](O)=O)=[CH:14][C:13]=1[OH:21].N.